The task is: Predict the reactants needed to synthesize the given product.. This data is from Full USPTO retrosynthesis dataset with 1.9M reactions from patents (1976-2016). (1) Given the product [BrH:1].[OH:11][C:8]1[CH:9]=[CH:10][C:5]([C:3]2[N:12]=[C:13]3[CH:18]=[CH:17][C:16]([O:19][CH3:20])=[CH:15][N:14]3[CH:2]=2)=[CH:6][CH:7]=1, predict the reactants needed to synthesize it. The reactants are: [Br:1][CH2:2][C:3]([C:5]1[CH:10]=[CH:9][C:8]([OH:11])=[CH:7][CH:6]=1)=O.[NH2:12][C:13]1[CH:18]=[CH:17][C:16]([O:19][CH3:20])=[CH:15][N:14]=1. (2) The reactants are: [CH2:1]([O:3][CH2:4][C:5]1[N:6]([CH2:19][CH2:20][NH:21][S:22]([CH3:25])(=[O:24])=[O:23])[C:7]2[C:12]([CH3:13])=[C:11]([CH3:14])[N:10]3N=N[N:17]=[C:9]3[C:8]=2[N:18]=1)[CH3:2].FC(F)(F)C(O)=O.C(=O)([O-])[O-].[Na+].[Na+]. Given the product [NH2:17][C:9]1[C:8]2[N:18]=[C:5]([CH2:4][O:3][CH2:1][CH3:2])[N:6]([CH2:19][CH2:20][NH:21][S:22]([CH3:25])(=[O:24])=[O:23])[C:7]=2[C:12]([CH3:13])=[C:11]([CH3:14])[N:10]=1, predict the reactants needed to synthesize it. (3) Given the product [NH:16]([C:36]([O:38][C:39]([CH3:42])([CH3:41])[CH3:40])=[O:37])[C@H:17]([C:26]([N:8]1[CH2:15][CH2:14][CH2:13][C@H:9]1[C:10]([NH2:12])=[O:11])=[O:27])[CH2:18][C:19]1[CH:20]=[CH:21][C:22]([I:25])=[CH:23][CH:24]=1, predict the reactants needed to synthesize it. The reactants are: C(N(CC)CC)C.[NH:8]1[CH2:15][CH2:14][CH2:13][C@H:9]1[C:10]([NH2:12])=[O:11].[NH:16]([C:36]([O:38][C:39]([CH3:42])([CH3:41])[CH3:40])=[O:37])[C@H:17]([C:26](ON1C(=O)CCC1=O)=[O:27])[CH2:18][C:19]1[CH:24]=[CH:23][C:22]([I:25])=[CH:21][CH:20]=1. (4) Given the product [C:1]1([CH2:7][C:8]([O:19][NH:18][C:16]([O:15][C:11]([CH3:14])([CH3:13])[CH3:12])=[O:17])=[O:9])[CH:6]=[CH:5][CH:4]=[CH:3][CH:2]=1, predict the reactants needed to synthesize it. The reactants are: [C:1]1([CH2:7][C:8](Cl)=[O:9])[CH:6]=[CH:5][CH:4]=[CH:3][CH:2]=1.[C:11]([O:15][C:16]([NH:18][OH:19])=[O:17])([CH3:14])([CH3:13])[CH3:12]. (5) The reactants are: [CH3:1][C:2]([O:5][C:6]([N:8]1[CH2:13][CH2:12][NH:11][CH2:10][CH2:9]1)=[O:7])([CH3:4])[CH3:3].C(=O)([O-])[O-].[K+].[K+].Br[CH2:21][CH2:22][CH2:23][O:24][C:25]1[CH:30]=[CH:29][CH:28]=[CH:27][CH:26]=1. Given the product [O:24]([CH2:23][CH2:22][CH2:21][N:11]1[CH2:12][CH2:13][N:8]([C:6]([O:5][C:2]([CH3:1])([CH3:3])[CH3:4])=[O:7])[CH2:9][CH2:10]1)[C:25]1[CH:30]=[CH:29][CH:28]=[CH:27][CH:26]=1, predict the reactants needed to synthesize it. (6) Given the product [C:11]1([C:9]2[O:8][N:7]=[C:6]([C:4]([OH:5])=[O:3])[CH:10]=2)[CH:12]=[CH:13][CH:14]=[CH:15][CH:16]=1, predict the reactants needed to synthesize it. The reactants are: C([O:3][C:4]([C:6]1[CH:10]=[C:9]([C:11]2[CH:16]=[CH:15][CH:14]=[CH:13][CH:12]=2)[O:8][N:7]=1)=[O:5])C.[OH-].[Na+].Cl. (7) Given the product [Cl:48][C:46]1[C:45]([CH2:49][C:50]2[CH:51]=[CH:52][C:53]([CH2:56][CH3:57])=[CH:54][CH:55]=2)=[CH:44][C:43]2[C@@:10]3([C@H:40]([O:58][CH3:59])[O:41][C:42]=2[CH:47]=1)[C@H:9]([OH:8])[C@@H:14]([OH:15])[C@H:13]([OH:23])[C@@H:12]([CH2:31][OH:32])[O:11]3, predict the reactants needed to synthesize it. The reactants are: C([O:8][C@@H:9]1[C@@H:14]([O:15]CC2C=CC=CC=2)[C@H:13]([O:23]CC2C=CC=CC=2)[C@@H:12]([CH2:31][O:32]CC2C=CC=CC=2)[O:11][C@:10]21[C:43]1[CH:44]=[C:45]([CH2:49][C:50]3[CH:55]=[CH:54][C:53]([CH2:56][CH3:57])=[CH:52][CH:51]=3)[C:46]([Cl:48])=[CH:47][C:42]=1[O:41][C@H:40]2[O:58][CH3:59])C1C=CC=CC=1.ClC1C=CC=CC=1Cl.[H][H].